Task: Predict the reaction yield, written as a fraction of the theoretical maximum amount of product (1.0 means a 100% yield; for example, 0.34 means a 34% yield).. Dataset: Reaction yield outcomes from USPTO patents with 853,638 reactions (1) The reactants are F[P-](F)(F)(F)(F)F.C[N+](C)=C(N(C)C)ON1[C:16]2[N:17]=[CH:18][CH:19]=[CH:20][C:15]=2N=N1.[ClH:25].[NH2:26][CH:27]([C:29]1[CH:30]=[C:31]([CH:42]=[CH:43][CH:44]=1)[O:32][C:33]1C=CC(Cl)=C[C:34]=1[C:35]#N)[CH3:28].[NH2:45][C:46]1[N:55]=[C:54]([N:56]2[CH2:61][CH2:60][N:59]([CH3:62])[CH2:58][CH2:57]2)[C:53]2[C:48](=[CH:49][C:50]([C:63]([OH:65])=O)=[CH:51][CH:52]=2)[N:47]=1.C(N(CC)C(C)C)(C)C. The catalyst is CN(C)C=O. The product is [NH2:45][C:46]1[N:55]=[C:54]([N:56]2[CH2:61][CH2:60][N:59]([CH3:62])[CH2:58][CH2:57]2)[C:53]2[C:48](=[CH:49][C:50]([C:63]([NH:26][CH:27]([C:29]3[CH:44]=[CH:43][CH:42]=[C:31]([O:32][C:33]4[CH:34]=[CH:35][C:19]([CH3:18])=[C:20]([Cl:25])[C:15]=4[C:16]#[N:17])[CH:30]=3)[CH3:28])=[O:65])=[CH:51][CH:52]=2)[N:47]=1. The yield is 0.200. (2) The reactants are [Cl:1][C:2]1[S:3][C:4]([C:7]#[N:8])=[CH:5][N:6]=1.C[O-].[Na+].[Cl-].[NH4+:13]. The catalyst is CO. The product is [ClH:1].[Cl:1][C:2]1[S:3][C:4]([C:7]([NH2:13])=[NH:8])=[CH:5][N:6]=1. The yield is 0.790.